This data is from Catalyst prediction with 721,799 reactions and 888 catalyst types from USPTO. The task is: Predict which catalyst facilitates the given reaction. (1) Product: [O:19]=[C:20]1[CH2:23][CH:22]([C:24]([O:26][CH3:1])=[O:25])[CH2:21]1. The catalyst class is: 277. Reactant: [CH:1]1(N=C=NC2CCCCC2)CCCCC1.C(Cl)Cl.[O:19]=[C:20]1[CH2:23][CH:22]([C:24]([OH:26])=[O:25])[CH2:21]1.CO. (2) Reactant: [Br:1][C:2]1[CH:11]=[CH:10][CH:9]=[C:8]2[C:3]=1[CH:4]=[CH:5][N:6]=[CH:7]2.[N+:12]([O-])([O-:14])=[O:13].[K+].CCOC(C)=O. Product: [Br:1][C:2]1[CH:11]=[CH:10][C:9]([N+:12]([O-:14])=[O:13])=[C:8]2[C:3]=1[CH:4]=[CH:5][N:6]=[CH:7]2. The catalyst class is: 82. (3) Reactant: [Cl:1][C:2]1[CH:3]=[C:4]([OH:23])[CH:5]=[CH:6][C:7]=1[CH:8]([CH3:22])[C:9]([OH:21])([C:14]1[CH:19]=[CH:18][N:17]=[C:16]([CH3:20])[CH:15]=1)[C:10]([F:13])([F:12])[F:11].[H-].[Na+].[CH3:26][O:27][C:28](=[O:37])[CH2:29][N:30]1[CH:34]=[C:33]([CH2:35]Cl)[CH:32]=[N:31]1.[Na+].[I-]. Product: [CH3:26][O:27][C:28](=[O:37])[CH2:29][N:30]1[CH:34]=[C:33]([CH2:35][O:23][C:4]2[CH:5]=[CH:6][C:7]([CH:8]([CH3:22])[C:9]([OH:21])([C:14]3[CH:19]=[CH:18][N:17]=[C:16]([CH3:20])[CH:15]=3)[C:10]([F:13])([F:11])[F:12])=[C:2]([Cl:1])[CH:3]=2)[CH:32]=[N:31]1. The catalyst class is: 3. (4) Reactant: [Cl:1][C:2]1[C:7]([N:8]2[CH2:13][C@H:12]([CH3:14])[O:11][C@H:10]([CH3:15])[CH2:9]2)=[C:6]([CH:16]=O)[N:5]=[C:4]2[C:18]([C:21]3[CH:28]=[CH:27][C:24]([C:25]#[N:26])=[C:23]([F:29])[CH:22]=3)=[N:19][O:20][C:3]=12.[NH:30]1[C:37](=[O:38])[CH2:36][C:34](=[O:35])[NH:33][C:31]1=[O:32]. Product: [Cl:1][C:2]1[C:3]2[O:20][N:19]=[C:18]([C:21]3[CH:28]=[CH:27][C:24]([C:25]#[N:26])=[C:23]([F:29])[CH:22]=3)[C:4]=2[N:5]=[C:6]2[C:7]=1[N:8]1[CH2:9][C@@H:10]([CH3:15])[O:11][C@@H:12]([CH3:14])[C@@H:13]1[C:36]1([C:34](=[O:35])[NH:33][C:31](=[O:32])[NH:30][C:37]1=[O:38])[CH2:16]2. The catalyst class is: 32. (5) Reactant: FC(F)(F)C(O)=O.C(OC([N:15]1[CH2:20][CH2:19][N:18]([C:21]2[C:22]3[C:36]([O:37][CH3:38])=[CH:35][N:34]=[CH:33][C:23]=3[N:24]=[C:25]([C:27]3[CH:32]=[CH:31][N:30]=[CH:29][CH:28]=3)[N:26]=2)[CH2:17][CH:16]1[C:39](=[O:49])[NH:40][CH2:41][CH2:42][C:43]1[CH:48]=[CH:47][CH:46]=[CH:45][CH:44]=1)=O)(C)(C)C. Product: [CH2:41]([NH:40][C:39]([CH:16]1[CH2:17][N:18]([C:21]2[C:22]3[C:36]([O:37][CH3:38])=[CH:35][N:34]=[CH:33][C:23]=3[N:24]=[C:25]([C:27]3[CH:32]=[CH:31][N:30]=[CH:29][CH:28]=3)[N:26]=2)[CH2:19][CH2:20][NH:15]1)=[O:49])[CH2:42][C:43]1[CH:44]=[CH:45][CH:46]=[CH:47][CH:48]=1. The catalyst class is: 2. (6) Reactant: [F:1][C:2]([F:54])([F:53])[C:3]1[CH:4]=[C:5]([CH:46]=[C:47]([C:49]([F:52])([F:51])[F:50])[CH:48]=1)[CH2:6][N:7]([C@H:26]1[CH2:32][CH2:31][CH2:30][N:29]([CH2:33][CH:34]2[CH2:36][CH2:35]2)[C:28]2[CH:37]=[C:38]([C:42]([F:45])([F:44])[F:43])[C:39]([CH3:41])=[CH:40][C:27]1=2)[C:8]1[N:9]=[N:10][N:11]([CH2:13][CH2:14][N:15]2C(=O)C3C(=CC=CC=3)C2=O)[N:12]=1.O.NN. Product: [NH2:15][CH2:14][CH2:13][N:11]1[N:10]=[N:9][C:8]([N:7]([CH2:6][C:5]2[CH:4]=[C:3]([C:2]([F:1])([F:53])[F:54])[CH:48]=[C:47]([C:49]([F:52])([F:51])[F:50])[CH:46]=2)[C@H:26]2[CH2:32][CH2:31][CH2:30][N:29]([CH2:33][CH:34]3[CH2:36][CH2:35]3)[C:28]3[CH:37]=[C:38]([C:42]([F:44])([F:45])[F:43])[C:39]([CH3:41])=[CH:40][C:27]2=3)=[N:12]1. The catalyst class is: 5. (7) Reactant: Cl.Cl.[Cl:3][C:4]1[CH:9]=[CH:8][C:7]([NH:10][C:11]([C:13]2[CH:14]=[C:15]3[C:19](=[CH:20][CH:21]=2)[CH2:18][NH:17][CH2:16]3)=[O:12])=[C:6]([N:22]2[CH2:27][CH2:26][N:25]([CH2:28][CH2:29][C:30]([F:33])([F:32])[F:31])[CH2:24][CH2:23]2)[CH:5]=1.[CH3:34][S:35]([CH:38]=[CH2:39])(=[O:37])=[O:36]. Product: [Cl:3][C:4]1[CH:9]=[CH:8][C:7]([NH:10][C:11]([C:13]2[CH:14]=[C:15]3[C:19](=[CH:20][CH:21]=2)[CH2:18][N:17]([CH2:39][CH2:38][S:35]([CH3:34])(=[O:37])=[O:36])[CH2:16]3)=[O:12])=[C:6]([N:22]2[CH2:23][CH2:24][N:25]([CH2:28][CH2:29][C:30]([F:33])([F:31])[F:32])[CH2:26][CH2:27]2)[CH:5]=1. The catalyst class is: 3. (8) Reactant: [F:1][C:2]1[CH:7]=[CH:6][C:5](B(O)O)=[CH:4][CH:3]=1.[N+:11]([C:14]1[CH:15]=[N:16][NH:17][CH:18]=1)([O-:13])=[O:12].N1C=CC=CC=1. Product: [F:1][C:2]1[CH:7]=[CH:6][C:5]([N:16]2[CH:15]=[C:14]([N+:11]([O-:13])=[O:12])[CH:18]=[N:17]2)=[CH:4][CH:3]=1. The catalyst class is: 302.